Dataset: Reaction yield outcomes from USPTO patents with 853,638 reactions. Task: Predict the reaction yield, written as a fraction of the theoretical maximum amount of product (1.0 means a 100% yield; for example, 0.34 means a 34% yield). The reactants are [CH3:1][C:2]1([C:17]2[CH:18]=[C:19]([NH:23][S:24]([CH3:27])(=[O:26])=[O:25])[CH:20]=[CH:21][CH:22]=2)[CH:7]2[CH:3]1[CH2:4][N:5]([C:8](=O)[CH2:9][CH2:10][C:11]1[S:12][CH:13]=[CH:14][CH:15]=1)[CH2:6]2.[H-].[Al+3].[Li+].[H-].[H-].[H-].O.C(=O)([O-])O.[Na+]. The catalyst is O1CCCC1.C(OCC)(=O)C. The product is [CH3:1][C:2]1([C:17]2[CH:18]=[C:19]([NH:23][S:24]([CH3:27])(=[O:25])=[O:26])[CH:20]=[CH:21][CH:22]=2)[CH:7]2[CH:3]1[CH2:4][N:5]([CH2:8][CH2:9][CH2:10][C:11]1[S:12][CH:13]=[CH:14][CH:15]=1)[CH2:6]2. The yield is 0.700.